From a dataset of Peptide-MHC class II binding affinity with 134,281 pairs from IEDB. Regression. Given a peptide amino acid sequence and an MHC pseudo amino acid sequence, predict their binding affinity value. This is MHC class II binding data. (1) The peptide sequence is FTQTMKGVERLAVMG. The MHC is HLA-DQA10501-DQB10302 with pseudo-sequence HLA-DQA10501-DQB10302. The binding affinity (normalized) is 0.412. (2) The MHC is DRB1_0101 with pseudo-sequence DRB1_0101. The peptide sequence is FEKKWKADMSKLISL. The binding affinity (normalized) is 0.817. (3) The peptide sequence is EYGNLSLSGIAQSASD. The MHC is HLA-DQA10303-DQB10402 with pseudo-sequence HLA-DQA10303-DQB10402. The binding affinity (normalized) is 0. (4) The peptide sequence is AGILARNLVPMVATV. The MHC is DRB5_0101 with pseudo-sequence DRB5_0101. The binding affinity (normalized) is 0.420. (5) The peptide sequence is KAIKESTGGAYDTYK. The MHC is DRB1_0901 with pseudo-sequence DRB1_0901. The binding affinity (normalized) is 0.478. (6) The peptide sequence is TYTEHAKRKTVTAMDVVYALKRQG. The MHC is H-2-IAd with pseudo-sequence H-2-IAd. The binding affinity (normalized) is 0.535. (7) The peptide sequence is VGQMLMLVNDRLLDI. The MHC is DRB1_1501 with pseudo-sequence DRB1_1501. The binding affinity (normalized) is 1.00. (8) The peptide sequence is HPQDGDALTLRTATN. The binding affinity (normalized) is 0.322. The MHC is DRB1_1201 with pseudo-sequence DRB1_1201. (9) The peptide sequence is QPNLKALREKVLGLP. The MHC is DRB1_1302 with pseudo-sequence DRB1_1302. The binding affinity (normalized) is 0.615.